Dataset: NCI-60 drug combinations with 297,098 pairs across 59 cell lines. Task: Regression. Given two drug SMILES strings and cell line genomic features, predict the synergy score measuring deviation from expected non-interaction effect. (1) Drug 2: CC1=C2C(C(=O)C3(C(CC4C(C3C(C(C2(C)C)(CC1OC(=O)C(C(C5=CC=CC=C5)NC(=O)OC(C)(C)C)O)O)OC(=O)C6=CC=CC=C6)(CO4)OC(=O)C)O)C)O. Drug 1: C1CN1P(=S)(N2CC2)N3CC3. Cell line: HL-60(TB). Synergy scores: CSS=33.3, Synergy_ZIP=-1.26, Synergy_Bliss=-5.82, Synergy_Loewe=-6.41, Synergy_HSA=-7.05. (2) Drug 1: CC1C(C(=O)NC(C(=O)N2CCCC2C(=O)N(CC(=O)N(C(C(=O)O1)C(C)C)C)C)C(C)C)NC(=O)C3=C4C(=C(C=C3)C)OC5=C(C(=O)C(=C(C5=N4)C(=O)NC6C(OC(=O)C(N(C(=O)CN(C(=O)C7CCCN7C(=O)C(NC6=O)C(C)C)C)C)C(C)C)C)N)C. Drug 2: C1C(C(OC1N2C=NC3=C2NC=NCC3O)CO)O. Cell line: SN12C. Synergy scores: CSS=20.0, Synergy_ZIP=-7.01, Synergy_Bliss=-6.52, Synergy_Loewe=-23.6, Synergy_HSA=-5.52. (3) Synergy scores: CSS=61.8, Synergy_ZIP=4.72, Synergy_Bliss=4.42, Synergy_Loewe=-14.5, Synergy_HSA=7.49. Drug 1: CC(C1=C(C=CC(=C1Cl)F)Cl)OC2=C(N=CC(=C2)C3=CN(N=C3)C4CCNCC4)N. Drug 2: C1=CC(=C2C(=C1NCCNCCO)C(=O)C3=C(C=CC(=C3C2=O)O)O)NCCNCCO. Cell line: NCIH23. (4) Drug 1: COC1=C(C=C2C(=C1)N=CN=C2NC3=CC(=C(C=C3)F)Cl)OCCCN4CCOCC4. Drug 2: C1=CC(=CC=C1CC(C(=O)O)N)N(CCCl)CCCl.Cl. Cell line: HCT116. Synergy scores: CSS=1.95, Synergy_ZIP=-7.68, Synergy_Bliss=-4.43, Synergy_Loewe=-5.37, Synergy_HSA=-2.40. (5) Synergy scores: CSS=12.3, Synergy_ZIP=-7.43, Synergy_Bliss=-6.55, Synergy_Loewe=-15.2, Synergy_HSA=-6.74. Drug 1: C1=CC(=CC=C1CC(C(=O)O)N)N(CCCl)CCCl.Cl. Drug 2: CS(=O)(=O)CCNCC1=CC=C(O1)C2=CC3=C(C=C2)N=CN=C3NC4=CC(=C(C=C4)OCC5=CC(=CC=C5)F)Cl. Cell line: NCI-H460.